Dataset: Forward reaction prediction with 1.9M reactions from USPTO patents (1976-2016). Task: Predict the product of the given reaction. (1) Given the reactants [C:1]([C:3]1[C:8](=O)[NH:7][C:6]([NH:10][CH:11]2[CH2:13][CH2:12]2)=[N:5][C:4]=1[C:14]1[CH:15]=[C:16]([O:20][CH3:21])[CH:17]=[N:18][CH:19]=1)#[N:2].O=P(Cl)(Cl)[Cl:24], predict the reaction product. The product is: [Cl:24][C:8]1[N:7]=[C:6]([NH:10][CH:11]2[CH2:13][CH2:12]2)[N:5]=[C:4]([C:14]2[CH:15]=[C:16]([O:20][CH3:21])[CH:17]=[N:18][CH:19]=2)[C:3]=1[C:1]#[N:2]. (2) Given the reactants [Cl:1][C:2]1[CH:3]=[C:4]([S:17](Cl)(=[O:19])=[O:18])[CH:5]=[CH:6][C:7]=1[CH2:8][CH2:9][NH:10][C:11](=[O:16])[C:12]([F:15])([F:14])[F:13].[O:21]([CH2:28][C:29]([O:31][CH2:32][CH3:33])=[O:30])[C:22]1[CH:27]=[CH:26][CH:25]=[CH:24][CH:23]=1.Cl[Al](Cl)Cl, predict the reaction product. The product is: [Cl:1][C:2]1[CH:3]=[C:4]([S:17]([C:25]2[CH:26]=[CH:27][C:22]([O:21][CH2:28][C:29]([O:31][CH2:32][CH3:33])=[O:30])=[CH:23][CH:24]=2)(=[O:19])=[O:18])[CH:5]=[CH:6][C:7]=1[CH2:8][CH2:9][NH:10][C:11](=[O:16])[C:12]([F:15])([F:14])[F:13]. (3) Given the reactants CON(C)[C:4]([C:6]1[N:7]=[CH:8][N:9]([C:11]2[CH:16]=[CH:15][CH:14]=[C:13]([C:17]3[C:18]([F:23])=[N:19][CH:20]=[CH:21][CH:22]=3)[CH:12]=2)[CH:10]=1)=[O:5].[O:25]1[CH:29]=[CH:28][CH:27]=[CH:26]1, predict the reaction product. The product is: [F:23][C:18]1[C:17]([C:13]2[CH:12]=[C:11]([N:9]3[CH:10]=[C:6]([C:4]([C:26]4[O:25][CH:29]=[CH:28][CH:27]=4)=[O:5])[N:7]=[CH:8]3)[CH:16]=[CH:15][CH:14]=2)=[CH:22][CH:21]=[CH:20][N:19]=1. (4) The product is: [C:1]([NH:5][C:6]1[C:15]([CH2:16][CH:17]([CH3:23])[C:18]([OH:20])=[O:19])=[CH:14][C:13]2[C:8](=[CH:9][CH:10]=[C:11]([C:24]3[CH:29]=[CH:28][CH:27]=[CH:26][C:25]=3[CH3:30])[CH:12]=2)[N:7]=1)([CH3:4])([CH3:2])[CH3:3]. Given the reactants [C:1]([NH:5][C:6]1[C:15]([CH2:16][CH:17]([CH3:23])[C:18]([O:20]CC)=[O:19])=[CH:14][C:13]2[C:8](=[CH:9][CH:10]=[C:11]([C:24]3[CH:29]=[CH:28][CH:27]=[CH:26][C:25]=3[CH3:30])[CH:12]=2)[N:7]=1)([CH3:4])([CH3:3])[CH3:2].[OH-].[Na+].Cl, predict the reaction product. (5) Given the reactants Cl[C:2]1[CH:11]=[CH:10][C:9]2[C:4](=[CH:5][CH:6]=[C:7](Cl)[CH:8]=2)[N:3]=1.[CH3:13][O:14][C:15]1[CH:22]=[CH:21][CH:20]=[CH:19][C:16]=1[CH2:17][NH2:18], predict the reaction product. The product is: [CH3:13][O:14][C:15]1[CH:22]=[CH:21][CH:20]=[CH:19][C:16]=1[CH2:17][NH:18][C:2]1[CH:11]=[CH:10][C:9]2[C:4](=[CH:5][CH:6]=[C:7]([NH:18][CH2:17][C:16]3[CH:19]=[CH:20][CH:21]=[CH:22][C:15]=3[O:14][CH3:13])[CH:8]=2)[N:3]=1.